From a dataset of Full USPTO retrosynthesis dataset with 1.9M reactions from patents (1976-2016). Predict the reactants needed to synthesize the given product. (1) Given the product [CH2:20]([O:24][C:11](=[O:12])[NH:10][C:8](=[O:9])[C:7]([C:1]1[CH:2]=[CH:3][CH:4]=[CH:5][CH:6]=1)([C:14]1[CH:19]=[CH:18][CH:17]=[CH:16][CH:15]=1)[CH3:13])[CH2:21][CH2:22][CH3:23], predict the reactants needed to synthesize it. The reactants are: [C:1]1([C:7]([C:14]2[CH:19]=[CH:18][CH:17]=[CH:16][CH:15]=2)([CH3:13])[C:8]([N:10]=[C:11]=[O:12])=[O:9])[CH:6]=[CH:5][CH:4]=[CH:3][CH:2]=1.[CH2:20]([OH:24])[CH2:21][CH2:22][CH3:23]. (2) Given the product [C:13]([O:17][C@@H:18]([C@H:19]1[CH2:7][O:6][C:5](=[O:11])[N:22]1[C:23]1[CH:28]=[C:27]([CH3:29])[N:26]=[C:25]([Cl:30])[N:24]=1)[CH3:31])([CH3:16])([CH3:14])[CH3:15], predict the reactants needed to synthesize it. The reactants are: ClC(Cl)(O[C:5](=[O:11])[O:6][C:7](Cl)(Cl)Cl)Cl.[C:13]([O:17][C@H:18]([CH3:31])[C@H:19]([NH:22][C:23]1[CH:28]=[C:27]([CH3:29])[N:26]=[C:25]([Cl:30])[N:24]=1)CO)([CH3:16])([CH3:15])[CH3:14].N1C(C)=CC=CC=1C. (3) The reactants are: [CH3:1][C:2]1[CH:28]=[CH:27][C:5]([C:6]([N:8]=[C:9]2[N:13]([CH:14]([CH2:20][CH3:21])[C:15]([O:17]CC)=[O:16])[C:12]3[CH:22]=[CH:23][C:24]([CH3:26])=[CH:25][C:11]=3[S:10]2)=[O:7])=[CH:4][CH:3]=1.O1CCCC1.[OH-].[Na+]. Given the product [CH3:26][C:24]1[CH:23]=[CH:22][C:12]2[N:13]([CH:14]([CH2:20][CH3:21])[C:15]([OH:17])=[O:16])[C:9](=[N:8][C:6](=[O:7])[C:5]3[CH:4]=[CH:3][C:2]([CH3:1])=[CH:28][CH:27]=3)[S:10][C:11]=2[CH:25]=1, predict the reactants needed to synthesize it. (4) Given the product [CH3:1][N:2]1[C@@H:18]2[CH2:19][C:7]3[CH:8]=[CH:9][C:10]([O:22][CH3:23])=[C:11]4[O:12][CH:13]5[C:14]([CH:15]=[CH:16][C@:17]2([OH:25])[C@:5]5([C:6]=34)[CH2:4][CH2:3]1)=[O:20], predict the reactants needed to synthesize it. The reactants are: [CH3:1][N:2]1[C@@H:18]2[CH2:19][C:7]3[CH:8]=[CH:9][C:10]([O:22][CH3:23])=[C:11]4[O:12][C@H:13]5[C:14]([O:20]C)=[CH:15][CH:16]=[C:17]2[C@:5]5([C:6]=34)[CH2:4][CH2:3]1.C(O)=[O:25].S(=O)(=O)(O)O.OO.[OH-].[NH4+].